Dataset: Forward reaction prediction with 1.9M reactions from USPTO patents (1976-2016). Task: Predict the product of the given reaction. (1) Given the reactants [C:1]([C:3]1[C:4]([NH:34][CH2:35][CH2:36][O:37][CH3:38])=[CH:5][C:6]([NH:9][C:10]([N:12]2[C:21]3[N:20]=[C:19]([CH:22]=[O:23])[C:18]([CH2:24][N:25]4[CH2:30][CH2:29][N+:28]([O-])([CH3:31])[CH2:27][C:26]4=[O:33])=[CH:17][C:16]=3[CH2:15][CH2:14][CH2:13]2)=[O:11])=[N:7][CH:8]=1)#[N:2].CS(C)=[O:41], predict the reaction product. The product is: [C:1]([C:3]1[C:4]([NH:34][CH2:35][CH2:36][O:37][CH3:38])=[CH:5][C:6]([NH:9][C:10]([N:12]2[C:21]3[C:16](=[CH:17][C:18]([CH2:24][N:25]4[CH2:30][CH2:29][N:28]([CH3:31])[CH:27]([OH:41])[C:26]4=[O:33])=[C:19]([CH:22]=[O:23])[N:20]=3)[CH2:15][CH2:14][CH2:13]2)=[O:11])=[N:7][CH:8]=1)#[N:2]. (2) Given the reactants [CH3:1][O:2][C:3](=[O:14])[C:4]1[CH:9]=[CH:8][C:7]([NH:10][CH2:11][CH3:12])=[C:6]([NH2:13])[CH:5]=1.[NH2:15][C:16]1[S:17][C:18]2[CH:24]=[C:23]([O:25][C:26]([F:29])([F:28])[F:27])[CH:22]=[CH:21][C:19]=2[N:20]=1.[C:30](N1C=CN=C1)(N1C=CN=C1)=S, predict the reaction product. The product is: [CH3:1][O:2][C:3]([C:4]1[CH:9]=[CH:8][C:7]2[N:10]([CH2:11][CH3:12])[C:30]([NH:15][C:16]3[S:17][C:18]4[CH:24]=[C:23]([O:25][C:26]([F:29])([F:27])[F:28])[CH:22]=[CH:21][C:19]=4[N:20]=3)=[N:13][C:6]=2[CH:5]=1)=[O:14]. (3) Given the reactants Cl[C:2]1[N:7]=[C:6](Cl)[C:5]([F:9])=[CH:4][N:3]=1.C([N:12]([CH2:15][CH3:16])[CH2:13][CH3:14])C.[CH3:17][O:18][C:19]1[CH:20]=[C:21]([CH:23]=[C:24]([O:28][CH3:29])[C:25]=1[O:26][CH3:27])[NH2:22].C(O)CCC.[CH3:35][C:36]#[N:37], predict the reaction product. The product is: [NH2:37][CH2:36][CH:35]1[CH2:14][CH2:13][N:12]([C:6]2[C:5]([F:9])=[CH:4][N:3]=[C:2]([NH:22][C:21]3[CH:23]=[C:24]([O:28][CH3:29])[C:25]([O:26][CH3:27])=[C:19]([O:18][CH3:17])[CH:20]=3)[N:7]=2)[CH2:15][CH2:16]1. (4) Given the reactants S(Cl)([Cl:3])=O.[C:5]([C:8]1[CH:9]=[C:10]2[C:14](=[CH:15][C:16]=1[OH:17])[NH:13][N:12]=[C:11]2[CH2:18][C:19]1[CH:24]=[CH:23][CH:22]=[C:21]([CH3:25])[CH:20]=1)(O)=[O:6].C1(C)C=CC=CC=1, predict the reaction product. The product is: [Cl:3][C:5]([C:8]1[CH:9]=[C:10]2[C:14](=[CH:15][C:16]=1[OH:17])[NH:13][N:12]=[C:11]2[CH2:18][C:19]1[CH:24]=[CH:23][CH:22]=[C:21]([CH3:25])[CH:20]=1)=[O:6]. (5) Given the reactants [CH3:1][NH2:2].[ClH:3].CO[C:6](=[O:16])[C@H:7]([CH2:9][C:10]1[CH:15]=[CH:14][CH:13]=[CH:12][CH:11]=1)[NH2:8].C([O-])(O)=O.[Na+].[CH3:22][C:23]([CH3:25])=O.CC1C=CC(S(O)(=O)=O)=CC=1, predict the reaction product. The product is: [ClH:3].[CH2:9]([C@@H:7]1[NH:8][C:23]([CH3:25])([CH3:22])[N:2]([CH3:1])[C:6]1=[O:16])[C:10]1[CH:11]=[CH:12][CH:13]=[CH:14][CH:15]=1. (6) Given the reactants [F:1][C:2]1[CH:10]=[CH:9][C:5]([C:6](Cl)=[O:7])=[CH:4][C:3]=1[N+:11]([O-:13])=[O:12].[F:14][C:15]1[CH:16]=[CH:17][C:18]([NH2:21])=[N:19][CH:20]=1, predict the reaction product. The product is: [F:1][C:2]1[CH:10]=[CH:9][C:5]([C:6]([NH:21][C:18]2[CH:17]=[CH:16][C:15]([F:14])=[CH:20][N:19]=2)=[O:7])=[CH:4][C:3]=1[N+:11]([O-:13])=[O:12]. (7) Given the reactants C(NC(C)C)(C)C.[Li]CCCC.[Br:13][C:14]1[CH:19]=[CH:18][C:17]([CH2:20][CH:21]([C:25]2[CH:30]=[CH:29][C:28]([O:31][CH3:32])=[CH:27][CH:26]=2)[C:22](=[O:24])[CH3:23])=[CH:16][CH:15]=1.[Br-:33].[Br-].[Br-].C1([N+](C)(C)C)C=CC=CC=1.C1([N+](C)(C)C)C=CC=CC=1.C1([N+](C)(C)C)C=CC=CC=1, predict the reaction product. The product is: [Br:33][CH2:23][C:22](=[O:24])[CH:21]([C:25]1[CH:26]=[CH:27][C:28]([O:31][CH3:32])=[CH:29][CH:30]=1)[CH2:20][C:17]1[CH:18]=[CH:19][C:14]([Br:13])=[CH:15][CH:16]=1. (8) Given the reactants C[O:2][C:3](=[O:23])[CH2:4][CH2:5][C:6]1[CH:11]=[CH:10][C:9]([O:12][CH2:13][CH2:14][C@@H:15]([O:17]S(C)(=O)=O)[CH3:16])=[CH:8][C:7]=1[CH3:22].[Cl:24][C:25]1[CH:30]=[CH:29][C:28](O)=[CH:27][CH:26]=1, predict the reaction product. The product is: [Cl:24][C:25]1[CH:30]=[CH:29][C:28]([O:17][C@H:15]([CH3:16])[CH2:14][CH2:13][O:12][C:9]2[CH:10]=[CH:11][C:6]([CH2:5][CH2:4][C:3]([OH:2])=[O:23])=[C:7]([CH3:22])[CH:8]=2)=[CH:27][CH:26]=1.